Regression/Classification. Given a drug SMILES string, predict its absorption, distribution, metabolism, or excretion properties. Task type varies by dataset: regression for continuous measurements (e.g., permeability, clearance, half-life) or binary classification for categorical outcomes (e.g., BBB penetration, CYP inhibition). For this dataset (solubility_aqsoldb), we predict Y. From a dataset of Aqueous solubility values for 9,982 compounds from the AqSolDB database. (1) The molecule is O=C(O)c1cc(N=Nc2ccccc2)ccc1O. The Y is -3.05 log mol/L. (2) The molecule is C=CC(=O)OCCCCO. The Y is 0.841 log mol/L. (3) The compound is Nc1ccc(S(=O)(=O)Nc2cc[nH]c(=O)n2)cc1. The Y is -3.55 log mol/L. (4) The Y is -1.74 log mol/L. The drug is CCOC(=O)c1cnc(=S)[nH]c1. (5) The compound is Cc1cc(N/N=C2\C(=O)C=Cc3ccccc32)c(S(=O)(=O)[O-])cc1Cl.Cc1cc(N/N=C2\C(=O)C=Cc3ccccc32)c(S(=O)(=O)[O-])cc1Cl.[Ba+2]. The Y is -6.16 log mol/L. (6) The molecule is c1ccc2c(c1)c1ccccc1c1ccccc21. The Y is -6.74 log mol/L. (7) The molecule is CC(C)OCCO. The Y is -0.0177 log mol/L.